This data is from Rat liver microsome stability data. The task is: Regression/Classification. Given a drug SMILES string, predict its absorption, distribution, metabolism, or excretion properties. Task type varies by dataset: regression for continuous measurements (e.g., permeability, clearance, half-life) or binary classification for categorical outcomes (e.g., BBB penetration, CYP inhibition). Dataset: rlm. (1) The drug is Cc1cc(C)nc(NC(=S)N2CCN(c3ccc(F)cc3F)CC2)c1. The result is 0 (unstable in rat liver microsomes). (2) The compound is Fc1cnc(-c2ccccc2C(F)F)nc1NCc1ccc(-c2cc[nH]n2)cc1. The result is 1 (stable in rat liver microsomes). (3) The drug is O=S(=O)(Nc1nc2n(n1)C(c1ccccc1)C=C(c1ccc(Cl)cc1)N2)c1ccccc1. The result is 0 (unstable in rat liver microsomes). (4) The molecule is NC(=O)COc1cccc(C2CC(=O)Nc3nc(N4CCCCC4)sc32)c1. The result is 1 (stable in rat liver microsomes). (5) The molecule is COCCCOc1cc(C(=O)N(C[C@@H]2CNC[C@H]2NC(=O)C2CCOCC2)C(C)C)ccc1OC. The result is 0 (unstable in rat liver microsomes). (6) The molecule is CNC(=O)[C@@H](NC(=O)c1ccc(-c2ccc(CSc3nc(O)c4c(n3)CCC4)c(F)c2)o1)C(C)C. The result is 1 (stable in rat liver microsomes). (7) The drug is COc1cc(N2C(=O)N(Cc3c(F)cc(F)cc3F)c3ccccc3S2(=O)=O)ccn1. The result is 1 (stable in rat liver microsomes). (8) The compound is Oc1nnc2c3c(cccc13)NC(c1ccc(CN3CCCC3)cc1)C2c1ccc(F)cc1. The result is 0 (unstable in rat liver microsomes). (9) The molecule is CC(C)(C)Cc1c[nH]c(C(C)(O)Cc2ccc(-c3ccc(F)cn3)cc2)n1. The result is 1 (stable in rat liver microsomes). (10) The compound is CC#CCN1C(=O)C(CC(C)C)NC(=O)C12CCN(Cc1ccc(Oc3ccccc3)cc1)CC2. The result is 1 (stable in rat liver microsomes).